Dataset: Reaction yield outcomes from USPTO patents with 853,638 reactions. Task: Predict the reaction yield, written as a fraction of the theoretical maximum amount of product (1.0 means a 100% yield; for example, 0.34 means a 34% yield). (1) The reactants are [CH3:1][O:2][C:3]1[CH:4]=[C:5]2[C:10](=[CH:11][CH:12]=1)[C:9]([C:13]1[CH:22]=[CH:21][CH:20]=[CH:19][C:14]=1[C:15]([O:17]C)=[O:16])=[CH:8][CH:7]=[CH:6]2.[OH-].[Na+].Cl. The catalyst is C(O)C. The product is [CH3:1][O:2][C:3]1[CH:4]=[C:5]2[C:10](=[CH:11][CH:12]=1)[C:9]([C:13]1[CH:22]=[CH:21][CH:20]=[CH:19][C:14]=1[C:15]([OH:17])=[O:16])=[CH:8][CH:7]=[CH:6]2. The yield is 1.00. (2) The reactants are [OH:1][CH:2]([C:21]1[CH:26]=[CH:25][CH:24]=[CH:23][CH:22]=1)[C:3]1[CH:8]=[CH:7][CH:6]=[CH:5][C:4]=1[NH:9][CH2:10][C:11]1[C:12]([C:16]([O:18]CC)=[O:17])=[N:13][NH:14][CH:15]=1.[Li+].[OH-].C(OCC)(=O)C. The catalyst is C1COCC1.O. The product is [OH:1][CH:2]([C:21]1[CH:26]=[CH:25][CH:24]=[CH:23][CH:22]=1)[C:3]1[CH:8]=[CH:7][CH:6]=[CH:5][C:4]=1[NH:9][CH2:10][C:11]1[C:12]([C:16]([OH:18])=[O:17])=[N:13][NH:14][CH:15]=1. The yield is 1.00. (3) The reactants are [Cl:1][C:2]1[CH:6]=[N:5][N:4]([CH3:7])[C:3]=1[C:8]1[CH:9]=[C:10]([NH2:16])[CH:11]=[CH:12][C:13]=1[O:14][CH3:15].[Br:17][C:18]1[CH:23]=[CH:22][C:21]([N:24]=[C:25]=[O:26])=[CH:20][CH:19]=1. No catalyst specified. The product is [Br:17][C:18]1[CH:23]=[CH:22][C:21]([NH:24][C:25]([NH:16][C:10]2[CH:11]=[CH:12][C:13]([O:14][CH3:15])=[C:8]([C:3]3[N:4]([CH3:7])[N:5]=[CH:6][C:2]=3[Cl:1])[CH:9]=2)=[O:26])=[CH:20][CH:19]=1. The yield is 0.0600. (4) The reactants are N1(C2CCCCCCCCCC2)CCCN=CCCCC[CH2:2]1.[F:23][C:24]([F:46])([F:45])[O:25][C:26]1[CH:31]=[CH:30][C:29]([N:32]2[CH:36]=[N:35][C:34]([C:37]3[CH:44]=[CH:43][C:40]([CH:41]=O)=[CH:39][CH:38]=3)=[N:33]2)=[CH:28][CH:27]=1.O. The catalyst is [Br-].C[P+](C1C=CC=CC=1)(C1C=CC=CC=1)C1C=CC=CC=1.O1CCCC1. The product is [F:23][C:24]([F:46])([F:45])[O:25][C:26]1[CH:31]=[CH:30][C:29]([N:32]2[CH:36]=[N:35][C:34]([C:37]3[CH:44]=[CH:43][C:40]([CH:41]=[CH2:2])=[CH:39][CH:38]=3)=[N:33]2)=[CH:28][CH:27]=1. The yield is 0.670. (5) The reactants are Cl[C:2]1[C:11]([C:12]2[CH:17]=[CH:16][CH:15]=[CH:14][CH:13]=2)=[N:10][C:9]2[C:8]([C:18]([O:20][CH3:21])=[O:19])=[C:7]([O:22][CH3:23])[CH:6]=[CH:5][C:4]=2[N:3]=1.[CH2:24]([NH2:31])[C:25]1[CH:30]=[CH:29][CH:28]=[CH:27][CH:26]=1.C(N(CC)CC)C. The catalyst is O1CCCC1.CO. The product is [CH3:23][O:22][C:7]1[CH:6]=[CH:5][C:4]2[N:3]=[C:2]([NH:31][CH2:24][C:25]3[CH:30]=[CH:29][CH:28]=[CH:27][CH:26]=3)[C:11]([C:12]3[CH:17]=[CH:16][CH:15]=[CH:14][CH:13]=3)=[N:10][C:9]=2[C:8]=1[C:18]([O:20][CH3:21])=[O:19]. The yield is 0.546. (6) The reactants are F[B-](F)(F)F.[F:6][S:7]([F:19])([F:18])([F:17])([F:16])[C:8]1[CH:13]=[CH:12][C:11]([N+:14]#[N:15])=[CH:10][CH:9]=1.[CH3:20][O:21][C:22]1[CH:27]=[CH:26][C:25]([O:28][CH3:29])=[CH:24][C:23]=1[O:30][CH3:31]. The catalyst is C(O)C. The product is [CH3:29][O:28][C:25]1[CH:24]=[C:23]([O:30][CH3:31])[C:22]([O:21][CH3:20])=[CH:27][C:26]=1/[N:15]=[N:14]/[C:11]1[CH:12]=[CH:13][C:8]([S:7]([F:16])([F:17])([F:18])([F:19])[F:6])=[CH:9][CH:10]=1. The yield is 0.720. (7) The reactants are [C:1]1([CH3:22])[CH:6]=[CH:5][CH:4]=[C:3]([NH:7][C:8]2[N:13]=[C:12]([C:14]3[S:18][C:17](C(O)=O)=[CH:16][CH:15]=3)[CH:11]=[CH:10][N:9]=2)[CH:2]=1.C1(P(N=[N+]=[N-])(C2C=CC=CC=2)=[O:30])C=CC=CC=1.C([N:42]([CH2:45]C)CC)C.[CH3:47][C:48]([OH:51])([CH3:50])[CH3:49]. No catalyst specified. The product is [C:48]([O:51][C:45](=[O:30])[NH:42][C:17]1[S:18][C:14]([C:12]2[CH:11]=[CH:10][N:9]=[C:8]([NH:7][C:3]3[CH:2]=[C:1]([CH3:22])[CH:6]=[CH:5][CH:4]=3)[N:13]=2)=[CH:15][CH:16]=1)([CH3:50])([CH3:49])[CH3:47]. The yield is 0.411. (8) The reactants are [NH2:1][C:2]1[S:3][C:4]([CH3:10])=[C:5]([CH3:9])[C:6]=1[C:7]#[N:8].C(O)(=O)C.[NH3:15].CCO[C:19](OCC)(OCC)[C:20]1[CH:25]=[CH:24][CH:23]=[CH:22][CH:21]=1. The catalyst is CCOC(C)=O. The product is [CH3:9][C:5]1[C:6]2[C:7]([NH2:15])=[N:8][C:19]([C:20]3[CH:25]=[CH:24][CH:23]=[CH:22][CH:21]=3)=[N:1][C:2]=2[S:3][C:4]=1[CH3:10]. The yield is 0.310. (9) The reactants are [C:1]1([C:7]2[N:12]=[CH:11][C:10]([C:13]#[N:14])=[CH:9][N:8]=2)[CH:6]=[CH:5][CH:4]=[CH:3][CH:2]=1.[C:15]([NH:23][NH2:24])(=O)[C:16]1[CH:21]=[CH:20][CH:19]=[CH:18][CH:17]=1. The catalyst is CC1C=CC=CC=1C.ClCCl.CO. The product is [C:1]1([C:7]2[N:12]=[CH:11][C:10]([C:13]3[NH:14][C:15]([C:16]4[CH:21]=[CH:20][CH:19]=[CH:18][CH:17]=4)=[N:23][N:24]=3)=[CH:9][N:8]=2)[CH:2]=[CH:3][CH:4]=[CH:5][CH:6]=1. The yield is 0.0600.